This data is from Full USPTO retrosynthesis dataset with 1.9M reactions from patents (1976-2016). The task is: Predict the reactants needed to synthesize the given product. (1) Given the product [CH3:2][O:3][C:4]1[CH:5]=[C:6]([C:12]2[C:13]([CH3:25])([CH3:24])[C:14](=[O:23])[N:15]([CH:17]3[CH2:22][CH2:21][N:20]([C:30]([C:29]4[CH:33]=[CH:34][CH:35]=[CH:36][C:28]=4[CH2:26][CH3:27])=[O:31])[CH2:19][CH2:18]3)[N:16]=2)[CH:7]=[CH:8][C:9]=1[O:10][CH3:11], predict the reactants needed to synthesize it. The reactants are: Cl.[CH3:2][O:3][C:4]1[CH:5]=[C:6]([C:12]2[C:13]([CH3:25])([CH3:24])[C:14](=[O:23])[N:15]([CH:17]3[CH2:22][CH2:21][NH:20][CH2:19][CH2:18]3)[N:16]=2)[CH:7]=[CH:8][C:9]=1[O:10][CH3:11].[CH2:26]([C:28]1[CH:36]=[CH:35][CH:34]=[CH:33][C:29]=1[C:30](O)=[O:31])[CH3:27]. (2) Given the product [CH3:3][CH:2]([CH2:4][CH2:5][CH2:6][C@H:7]([C@@H:9]1[C@:27]2([CH3:28])[C@H:12]([C@H:13]3[C@H:24]([CH2:25][CH2:26]2)[C@:22]2([CH3:23])[C:16]([CH2:17][C@H:18]([CH2:20][CH2:21]2)[OH:19])=[CH:15][CH2:14]3)[CH2:11][CH2:10]1)[CH3:8])[CH3:1].[NH2:29][C@H:30]([C:36]([OH:38])=[O:37])[CH2:31][CH2:32][CH2:33][CH2:34][NH:35][C:49]([NH2:50])=[NH:44].[CH3:39][P:40]([NH2:43])(=[O:41])[O-:42], predict the reactants needed to synthesize it. The reactants are: [CH3:1][CH:2]([CH2:4][CH2:5][CH2:6][C@H:7]([C@@H:9]1[C@:27]2([CH3:28])[C@H:12]([C@H:13]3[C@H:24]([CH2:25][CH2:26]2)[C@:22]2([CH3:23])[C:16]([CH2:17][C@H:18]([CH2:20][CH2:21]2)[OH:19])=[CH:15][CH2:14]3)[CH2:11][CH2:10]1)[CH3:8])[CH3:3].[NH2:29][C@H:30]([C:36]([OH:38])=[O:37])[CH2:31][CH2:32][CH2:33][CH2:34][NH2:35].[CH3:39][P:40]([NH2:43])(=[O:42])[O-:41].[N:44]1([C:49](N)=[NH:50])C=CC=N1.Cl.C(N(C(C)C)CC)(C)C. (3) Given the product [CH2:8]([CH:11]1[CH2:17][CH2:16][CH:15]([C:18]2[CH:23]=[CH:22][CH:21]=[C:20]([F:24])[C:19]=2[F:25])[CH2:14][NH:13][C:12]1=[O:37])[CH:9]=[CH2:10], predict the reactants needed to synthesize it. The reactants are: FC(F)(F)C(O)=O.[CH2:8]([C@@H:11]1[CH2:17][CH2:16][C@@H:15]([C:18]2[CH:23]=[CH:22][CH:21]=[C:20]([F:24])[C:19]=2[F:25])[CH2:14][N:13](CC2C=CC(OC)=CC=2OC)[C:12]1=[O:37])[CH:9]=[CH2:10].C([C@H]1CC[C@H](C2C=CC=C(F)C=2F)CN(CC2C=CC(OC)=CC=2OC)C1=O)C=C. (4) Given the product [Br:14][C:15]1[CH:20]=[CH:19][C:18]([C:21](=[O:38])[C:22]([N:24]2[CH2:28][CH2:27][C:26]3([C:32]4[CH:33]=[CH:34][CH:35]=[CH:36][C:31]=4[C:30](=[O:37])[O:29]3)[CH2:25]2)=[O:23])=[C:17]([F:39])[CH:16]=1, predict the reactants needed to synthesize it. The reactants are: CS(C)=O.C(Cl)(=O)C(Cl)=O.C(Cl)Cl.[Br:14][C:15]1[CH:20]=[CH:19][C:18]([CH:21]([OH:38])[C:22]([N:24]2[CH2:28][CH2:27][C:26]3([C:32]4[CH:33]=[CH:34][CH:35]=[CH:36][C:31]=4[C:30](=[O:37])[O:29]3)[CH2:25]2)=[O:23])=[C:17]([F:39])[CH:16]=1.C(N(CC)CC)C. (5) Given the product [NH2:8][C:7]1[CH:6]=[C:5]([C:4]([CH3:16])([CH3:17])[CH3:3])[O:9][C:10]=1[C:11]([O:13][CH2:14][CH3:15])=[O:12], predict the reactants needed to synthesize it. The reactants are: [H-].[Na+].[CH3:3][C:4]([CH3:17])([CH3:16])/[C:5](/[O:9][CH2:10][C:11]([O:13][CH2:14][CH3:15])=[O:12])=[CH:6]/[C:7]#[N:8].[NH4+].[Cl-]. (6) Given the product [F:1][C:2]1[CH:3]=[C:4]([CH:30]=[C:31]([N:34]2[CH2:38][CH2:37][CH2:36][CH2:35]2)[CH:32]=1)[C:5]([NH:7][C:8]1[CH:9]=[CH:10][C:11]([CH3:29])=[C:12]([NH:14][C:15](=[O:28])[C:16]2[CH:17]=[CH:18][C:19]([CH2:22][N:23]([CH2:26][CH3:27])[CH2:24][CH3:25])=[CH:20][CH:21]=2)[CH:13]=1)=[O:6], predict the reactants needed to synthesize it. The reactants are: [F:1][C:2]1[CH:3]=[C:4]([CH:30]=[C:31](F)[CH:32]=1)[C:5]([NH:7][C:8]1[CH:9]=[CH:10][C:11]([CH3:29])=[C:12]([NH:14][C:15](=[O:28])[C:16]2[CH:21]=[CH:20][C:19]([CH2:22][N:23]([CH2:26][CH3:27])[CH2:24][CH3:25])=[CH:18][CH:17]=2)[CH:13]=1)=[O:6].[NH:34]1[CH2:38][CH2:37][CH2:36][CH2:35]1. (7) Given the product [C:16]1([CH:4]([NH:3][S:32]([CH2:31][C:30]([F:37])([F:36])[F:29])(=[O:34])=[O:33])[C:5]([O:7][C@@H:8]2[CH:13]3[CH2:12][CH2:11][N:10]([CH2:15][CH2:14]3)[CH2:9]2)=[O:6])[CH:21]=[CH:20][CH:19]=[CH:18][CH:17]=1, predict the reactants needed to synthesize it. The reactants are: Cl.Cl.[NH2:3][CH:4]([C:16]1[CH:21]=[CH:20][CH:19]=[CH:18][CH:17]=1)[C:5]([O:7][C@@H:8]1[CH:13]2[CH2:14][CH2:15][N:10]([CH2:11][CH2:12]2)[CH2:9]1)=[O:6].C(N(CC)CC)C.[F:29][C:30]([F:37])([F:36])[CH2:31][S:32](Cl)(=[O:34])=[O:33]. (8) Given the product [C:9]([O:13][C:14]([CH:15]1[CH2:2][CH:16]1[C:17]1[CH:22]=[CH:21][C:20]([O:23][C:24]([F:27])([F:25])[F:26])=[C:19]([C:28]2[CH:37]=[C:36]3[C:31]([C:32]([CH3:42])([CH3:41])[CH2:33][C:34](=[O:40])[N:35]3[CH2:38][CH3:39])=[CH:30][C:29]=2[CH3:43])[CH:18]=1)=[O:44])([CH3:11])([CH3:10])[CH3:12], predict the reactants needed to synthesize it. The reactants are: [I-].[CH3:2][S+](C)(C)=O.[H-].[Na+].[C:9]([O:13][C:14](=[O:44])[CH:15]=[CH:16][C:17]1[CH:22]=[CH:21][C:20]([O:23][C:24]([F:27])([F:26])[F:25])=[C:19]([C:28]2[CH:37]=[C:36]3[C:31]([C:32]([CH3:42])([CH3:41])[CH2:33][C:34](=[O:40])[N:35]3[CH2:38][CH3:39])=[CH:30][C:29]=2[CH3:43])[CH:18]=1)([CH3:12])([CH3:11])[CH3:10].